Dataset: Full USPTO retrosynthesis dataset with 1.9M reactions from patents (1976-2016). Task: Predict the reactants needed to synthesize the given product. (1) Given the product [Cl:1][C:2]1[CH:7]=[C:6]([O:8][C:9]2[CH:14]=[CH:13][CH:12]=[CH:11][C:10]=2[Cl:15])[CH:5]=[CH:4][C:3]=1[CH:16]([NH2:18])[CH3:17], predict the reactants needed to synthesize it. The reactants are: [Cl:1][C:2]1[CH:7]=[C:6]([O:8][C:9]2[CH:14]=[CH:13][CH:12]=[CH:11][C:10]=2[Cl:15])[CH:5]=[CH:4][C:3]=1[C:16](=[N:18]O)[CH3:17].N.[H][H]. (2) Given the product [Cl:19][C:20]1[CH:25]=[CH:24][C:23]([C:2]2[CH:10]=[CH:9][C:5]([C:6]([OH:8])=[O:7])=[CH:4][CH:3]=2)=[CH:22][CH:21]=1, predict the reactants needed to synthesize it. The reactants are: Br[C:2]1[CH:10]=[CH:9][C:5]([C:6]([OH:8])=[O:7])=[CH:4][CH:3]=1.C([O-])([O-])=O.[Na+].[Na+].[Cl-].[Li+].[Cl:19][C:20]1[CH:25]=[CH:24][C:23](B(O)O)=[CH:22][CH:21]=1. (3) Given the product [CH2:1]([N:8]([CH2:29][C:30]1[CH:31]=[CH:32][C:33]([C:34]([O:36][CH3:37])=[O:35])=[CH:38][CH:39]=1)[C:9]1[CH:14]=[CH:13][CH:12]=[C:11]([N+:15]([O-:17])=[O:16])[C:10]=1[CH3:18])[C:2]1[CH:3]=[CH:4][CH:5]=[CH:6][CH:7]=1, predict the reactants needed to synthesize it. The reactants are: [CH2:1]([NH:8][C:9]1[CH:14]=[CH:13][CH:12]=[C:11]([N+:15]([O-:17])=[O:16])[C:10]=1[CH3:18])[C:2]1[CH:7]=[CH:6][CH:5]=[CH:4][CH:3]=1.C(N(C(C)C)CC)(C)C.Br[CH2:29][C:30]1[CH:39]=[CH:38][C:33]([C:34]([O:36][CH3:37])=[O:35])=[CH:32][CH:31]=1. (4) Given the product [F:2][C:3]1[CH:8]=[C:7]([O:9][CH2:10][CH:11]2[CH2:12][CH2:13][N:14]([CH2:27][C:28]([OH:29])([CH3:31])[CH3:30])[CH2:15][CH2:16]2)[CH:6]=[CH:5][C:4]=1[C:17]1[N:18]=[CH:19][C:20]([C:23]([O:25][CH3:26])=[O:24])=[N:21][CH:22]=1, predict the reactants needed to synthesize it. The reactants are: Cl.[F:2][C:3]1[CH:8]=[C:7]([O:9][CH2:10][CH:11]2[CH2:16][CH2:15][NH:14][CH2:13][CH2:12]2)[CH:6]=[CH:5][C:4]=1[C:17]1[N:18]=[CH:19][C:20]([C:23]([O:25][CH3:26])=[O:24])=[N:21][CH:22]=1.[CH3:27][C:28]1([CH3:31])[CH2:30][O:29]1.C([O-])([O-])=O.[K+].[K+].[NH4+].[Cl-]. (5) Given the product [NH2:7][CH:8]([CH3:29])[C:9]([NH:10][C:11]1[N:12]=[C:13]([C:21]#[C:22][C:23]2[N:24]=[CH:25][S:26][CH:27]=2)[C:14]2[C:19]([CH:20]=1)=[CH:18][CH:17]=[CH:16][CH:15]=2)=[O:28], predict the reactants needed to synthesize it. The reactants are: C(OC(=O)[NH:7][CH:8]([CH3:29])[C:9](=[O:28])[NH:10][C:11]1[N:12]=[C:13]([C:21]#[C:22][C:23]2[N:24]=[CH:25][S:26][CH:27]=2)[C:14]2[C:19]([CH:20]=1)=[CH:18][CH:17]=[CH:16][CH:15]=2)(C)(C)C.C(Cl)Cl.C(O)(C(F)(F)F)=O.